From a dataset of NCI-60 drug combinations with 297,098 pairs across 59 cell lines. Regression. Given two drug SMILES strings and cell line genomic features, predict the synergy score measuring deviation from expected non-interaction effect. (1) Drug 1: CC1=CC=C(C=C1)C2=CC(=NN2C3=CC=C(C=C3)S(=O)(=O)N)C(F)(F)F. Drug 2: COC1=C2C(=CC3=C1OC=C3)C=CC(=O)O2. Cell line: HOP-92. Synergy scores: CSS=-1.61, Synergy_ZIP=-1.14, Synergy_Bliss=-5.82, Synergy_Loewe=-6.15, Synergy_HSA=-5.94. (2) Drug 1: C1CCN(CC1)CCOC2=CC=C(C=C2)C(=O)C3=C(SC4=C3C=CC(=C4)O)C5=CC=C(C=C5)O. Drug 2: C1=NC2=C(N1)C(=S)N=CN2. Cell line: SW-620. Synergy scores: CSS=5.47, Synergy_ZIP=1.35, Synergy_Bliss=5.71, Synergy_Loewe=-1.48, Synergy_HSA=-1.06.